This data is from Catalyst prediction with 721,799 reactions and 888 catalyst types from USPTO. The task is: Predict which catalyst facilitates the given reaction. (1) Product: [CH3:19][S:20]([N:7]1[C:6]2[CH:11]=[C:2]([CH3:1])[CH:3]=[CH:4][C:5]=2[O:10][CH2:9][CH2:8]1)(=[O:22])=[O:21]. Reactant: [CH3:1][C:2]1[CH:3]=[CH:4][C:5]2[O:10][CH2:9][CH2:8][NH:7][C:6]=2[CH:11]=1.C(N(CC)CC)C.[CH3:19][S:20](Cl)(=[O:22])=[O:21]. The catalyst class is: 4. (2) Reactant: Cl.[NH2:2][C:3]1[CH:14]=[CH:13][C:6]2[N:7]([CH3:12])[C:8](=[O:11])[N:9]([CH3:10])[C:5]=2[CH:4]=1.C(O[CH:18]=[C:19]([C:25](=[O:32])[NH:26][C:27](OCC)=[O:28])[C:20]([O:22][CH2:23][CH3:24])=[O:21])C.C(N(CC)CC)C.CC(C)([O-])C.[K+].Cl. Product: [CH3:12][N:7]1[C:6]2[CH:13]=[CH:14][C:3]([N:2]3[CH:18]=[C:19]([C:20]([O:22][CH2:23][CH3:24])=[O:21])[C:25](=[O:32])[NH:26][C:27]3=[O:28])=[CH:4][C:5]=2[N:9]([CH3:10])[C:8]1=[O:11]. The catalyst class is: 8.